Dataset: Catalyst prediction with 721,799 reactions and 888 catalyst types from USPTO. Task: Predict which catalyst facilitates the given reaction. (1) Reactant: C[O:2][C:3](=O)[N:4]([CH2:18][C:19]1[CH:24]=[CH:23][C:22]([C:25]#[N:26])=[CH:21][CH:20]=1)[C:5]1[CH:10]=[N:9][C:8]([CH3:11])=[C:7]2[O:12]C(C)(C)[O:14][CH2:15][C:6]=12.C(O)=O. Product: [OH:12][C:7]1[C:6]2[CH2:15][O:14][C:3](=[O:2])[N:4]([CH2:18][C:19]3[CH:24]=[CH:23][C:22]([C:25]#[N:26])=[CH:21][CH:20]=3)[C:5]=2[CH:10]=[N:9][C:8]=1[CH3:11]. The catalyst class is: 8. (2) Reactant: [F:1][C:2]1[CH:7]=[C:6]([O:8][CH3:9])[CH:5]=[CH:4][C:3]=1[C:10](=[O:12])[CH3:11].OI(C1C=CC=CC=1)[O:15][S:16]([C:19]1[CH:25]=[CH:24][C:22](C)=[CH:21][CH:20]=1)(=O)=[O:17].C1(S([O-])=O)C=CC=CC=1.[Na+].O. Product: [F:1][C:2]1[CH:7]=[C:6]([O:8][CH3:9])[CH:5]=[CH:4][C:3]=1[C:10](=[O:12])[CH2:11][S:16]([C:19]1[CH:25]=[CH:24][CH:22]=[CH:21][CH:20]=1)(=[O:17])=[O:15]. The catalyst class is: 10.